This data is from Full USPTO retrosynthesis dataset with 1.9M reactions from patents (1976-2016). The task is: Predict the reactants needed to synthesize the given product. (1) Given the product [OH:1][C@H:2]1[CH2:7][CH2:6][C@H:5]([N:8]2[CH2:12][CH2:11][C:10]3([CH2:17][CH2:16][CH2:15][N:14]([C:18]([N:45]4[CH2:50][CH2:49][CH2:48][CH2:47][CH2:46]4)=[O:19])[CH2:13]3)[C:9]2=[O:30])[CH2:4][CH2:3]1, predict the reactants needed to synthesize it. The reactants are: [OH:1][C@H:2]1[CH2:7][CH2:6][C@H:5]([N:8]2[CH2:12][CH2:11][C:10]3([CH2:17][CH2:16][CH2:15][N:14]([C:18](OC4C=CC([N+]([O-])=O)=CC=4)=[O:19])[CH2:13]3)[C:9]2=[O:30])[CH2:4][CH2:3]1.O1CCCC1.C(N(CC)C(C)C)(C)C.[NH:45]1[CH2:50][CH2:49][CH2:48][CH2:47][CH2:46]1. (2) Given the product [C:20]([CH:19]([CH3:22])[CH2:18][N:11]1[CH:12]=[C:13]([C:14]([NH2:16])=[O:15])[C:9]([NH:8][C:5]2[CH:4]=[CH:3][C:2]([F:1])=[CH:7][CH:6]=2)=[N:10]1)#[N:21], predict the reactants needed to synthesize it. The reactants are: [F:1][C:2]1[CH:7]=[CH:6][C:5]([NH:8][C:9]2[C:13]([C:14]([NH2:16])=[O:15])=[CH:12][NH:11][N:10]=2)=[CH:4][CH:3]=1.Cl[CH2:18][CH:19]([CH3:22])[C:20]#[N:21].C([O-])([O-])=O.[Cs+].[Cs+]. (3) Given the product [C:34]([C:13]1[CH:12]=[C:11]([C:9]([OH:10])=[O:8])[C:19]([CH3:20])=[C:18]2[C:14]=1[C:15]1[CH2:24][CH2:23][O:22][C:21]([CH2:28][C:29]([O:31][CH2:32][CH3:33])=[O:30])([CH2:25][CH2:26][CH3:27])[C:16]=1[NH:17]2)#[N:35], predict the reactants needed to synthesize it. The reactants are: C([O:8][C:9]([C:11]1[C:19]([CH3:20])=[C:18]2[C:14]([C:15]3[CH2:24][CH2:23][O:22][C:21]([CH2:28][C:29]([O:31][CH2:32][CH3:33])=[O:30])([CH2:25][CH2:26][CH3:27])[C:16]=3[NH:17]2)=[C:13]([C:34]#[N:35])[CH:12]=1)=[O:10])C1C=CC=CC=1. (4) The reactants are: [CH2:1]([O:3][C:4](=[O:30])[CH2:5][C:6]1[CH:11]=[CH:10][C:9]([O:12][CH3:13])=[C:8]([O:14][C:15]2[CH:20]=[CH:19][C:18]([NH2:21])=[CH:17][C:16]=2[CH2:22][O:23][C:24]2[CH:29]=[CH:28][CH:27]=[CH:26][CH:25]=2)[CH:7]=1)[CH3:2].[CH3:31][C:32]([CH3:37])([CH3:36])[C:33](Cl)=[O:34]. Given the product [CH2:1]([O:3][C:4](=[O:30])[CH2:5][C:6]1[CH:11]=[CH:10][C:9]([O:12][CH3:13])=[C:8]([O:14][C:15]2[CH:20]=[CH:19][C:18]([NH:21][C:33](=[O:34])[C:32]([CH3:37])([CH3:36])[CH3:31])=[CH:17][C:16]=2[CH2:22][O:23][C:24]2[CH:29]=[CH:28][CH:27]=[CH:26][CH:25]=2)[CH:7]=1)[CH3:2], predict the reactants needed to synthesize it. (5) Given the product [NH2:35][C@@H:31]([CH:32]([CH3:34])[CH3:33])[C:30]([NH:29][C@@H:27]([CH3:28])[C:26]([NH:25][CH2:24]/[CH:23]=[CH:22]/[C:20]1[CH2:21][C@H:15]2[CH:14]=[N:13][C:12]3[CH:55]=[C:56]([O:57][CH2:58][CH2:59][CH2:60][O:61][C:62]4[C:63]([O:90][CH3:91])=[CH:64][C:65]5[C:71](=[O:72])[N:70]6[CH:73]=[C:74]([C:76]7[CH:81]=[CH:80][C:79]([N:82]8[CH2:83][CH2:84][N:85]([CH3:88])[CH2:86][CH2:87]8)=[CH:78][CH:77]=7)[CH2:75][C@H:69]6[CH:68]=[N:67][C:66]=5[CH:89]=4)[C:9]([O:8][CH3:7])=[CH:10][C:11]=3[C:17](=[O:18])[N:16]2[CH:19]=1)=[O:54])=[O:53], predict the reactants needed to synthesize it. The reactants are: N1CCCCC1.[CH3:7][O:8][C:9]1[C:56]([O:57][CH2:58][CH2:59][CH2:60][O:61][C:62]2[C:63]([O:90][CH3:91])=[CH:64][C:65]3[C:71](=[O:72])[N:70]4[CH:73]=[C:74]([C:76]5[CH:81]=[CH:80][C:79]([N:82]6[CH2:87][CH2:86][N:85]([CH3:88])[CH2:84][CH2:83]6)=[CH:78][CH:77]=5)[CH2:75][C@H:69]4[CH:68]=[N:67][C:66]=3[CH:89]=2)=[CH:55][C:12]2[N:13]=[CH:14][C@@H:15]3[CH2:21][C:20](/[CH:22]=[CH:23]/[CH2:24][NH:25][C:26](=[O:54])[C@@H:27]([NH:29][C:30](=[O:53])[C@H:31]([NH:35]C(=O)OCC4C5C=CC=CC=5C5C4=CC=CC=5)[CH:32]([CH3:34])[CH3:33])[CH3:28])=[CH:19][N:16]3[C:17](=[O:18])[C:11]=2[CH:10]=1.